From a dataset of Full USPTO retrosynthesis dataset with 1.9M reactions from patents (1976-2016). Predict the reactants needed to synthesize the given product. (1) Given the product [C:20]([C:17]1[CH:18]=[CH:19][C:14]([CH2:13][NH:12][C:10](=[O:11])[CH:9]([C:4]2[C:5]([F:8])=[CH:6][CH:7]=[C:2]([NH:1][CH:28]([CH3:30])[CH3:29])[C:3]=2[F:24])[O:22][CH3:23])=[CH:15][CH:16]=1)#[N:21], predict the reactants needed to synthesize it. The reactants are: [NH2:1][C:2]1[C:3]([F:24])=[C:4]([CH:9]([O:22][CH3:23])[C:10]([NH:12][CH2:13][C:14]2[CH:19]=[CH:18][C:17]([C:20]#[N:21])=[CH:16][CH:15]=2)=[O:11])[C:5]([F:8])=[CH:6][CH:7]=1.C(N(C(C)C)[CH:28]([CH3:30])[CH3:29])C.IC(C)C.CN(C=O)C. (2) Given the product [C:47]([O:54][C:53]([C:9]1[S:13][C:12]2[CH:14]=[C:15]([C:18]([O:20][C:23]3[C:22]([F:21])=[C:27]([F:28])[C:26]([F:29])=[C:25]([F:30])[C:24]=3[F:31])=[O:19])[CH:16]=[CH:17][C:11]=2[N:10]=1)=[O:52])([CH3:46])([CH3:42])[CH3:48], predict the reactants needed to synthesize it. The reactants are: CC(OC(N[C:9]1[S:13][C:12]2[CH:14]=[C:15]([C:18]([OH:20])=[O:19])[CH:16]=[CH:17][C:11]=2[N:10]=1)=O)(C)C.[F:21][C:22]1[C:27]([F:28])=[C:26]([F:29])[C:25]([F:30])=[C:24]([F:31])[C:23]=1O.C1(N=C=N[CH:42]2[CH2:47][CH2:46]CCC2)CCCCC1.[CH3:48]O.CC[O:52][C:53](C)=[O:54]. (3) Given the product [Br:11][C:12]1[CH:17]=[C:16]([F:18])[C:15]([O:19][CH2:20][O:21][CH3:22])=[CH:14][C:13]=1[O:8][CH2:7][C:4]1[CH:5]=[CH:6][N:1]=[CH:2][CH:3]=1, predict the reactants needed to synthesize it. The reactants are: [N:1]1[CH:6]=[CH:5][C:4]([CH2:7][OH:8])=[CH:3][CH:2]=1.[H-].[Na+].[Br:11][C:12]1[CH:17]=[C:16]([F:18])[C:15]([O:19][CH2:20][O:21][CH3:22])=[CH:14][C:13]=1F. (4) Given the product [NH2:40][C@@H:41]([CH3:45])[C:42]([NH:1][C:2]1[CH:3]=[CH:4][C:5]([CH2:6][N:7]([CH:15]2[CH2:20][CH2:19][CH2:18][CH2:17][CH2:16]2)[C:8]([C:10]2[O:11][CH:12]=[CH:13][CH:14]=2)=[O:9])=[CH:21][CH:22]=1)=[O:43], predict the reactants needed to synthesize it. The reactants are: [NH2:1][C:2]1[CH:22]=[CH:21][C:5]([CH2:6][N:7]([CH:15]2[CH2:20][CH2:19][CH2:18][CH2:17][CH2:16]2)[C:8]([C:10]2[O:11][CH:12]=[CH:13][CH:14]=2)=[O:9])=[CH:4][CH:3]=1.C1C2C(COC([NH:40][C@@H:41]([CH3:45])[C:42](O)=[O:43])=O)C3C(=CC=CC=3)C=2C=CC=1. (5) Given the product [CH3:1][NH:2][CH2:10][CH2:11][N:12]1[C:17](=[O:18])[CH:16]=[CH:15][C:14]([C:19]2[S:20][CH:21]=[C:22]([CH3:24])[CH:23]=2)=[N:13]1, predict the reactants needed to synthesize it. The reactants are: [CH3:1][N:2]([CH2:10][CH2:11][N:12]1[C:17](=[O:18])[CH:16]=[CH:15][C:14]([C:19]2[S:20][CH:21]=[C:22]([CH3:24])[CH:23]=2)=[N:13]1)C(=O)OC(C)(C)C. (6) Given the product [Cl:10][C:11]1[CH:33]=[CH:32][C:14]([CH2:15][NH:16][C:17]([C:19]2[C:20](=[O:31])[C:21]3[CH:28]=[C:27]([CH2:29][N:37]4[CH2:38][CH2:39][C@@H:35]([OH:34])[CH2:36]4)[O:26][C:22]=3[N:23]([CH3:25])[CH:24]=2)=[O:18])=[CH:13][CH:12]=1, predict the reactants needed to synthesize it. The reactants are: C(N(CC)C(C)C)(C)C.[Cl:10][C:11]1[CH:33]=[CH:32][C:14]([CH2:15][NH:16][C:17]([C:19]2[C:20](=[O:31])[C:21]3[CH:28]=[C:27]([CH2:29]Cl)[O:26][C:22]=3[N:23]([CH3:25])[CH:24]=2)=[O:18])=[CH:13][CH:12]=1.[OH:34][C@@H:35]1[CH2:39][CH2:38][NH:37][CH2:36]1.O.